Predict which catalyst facilitates the given reaction. From a dataset of Catalyst prediction with 721,799 reactions and 888 catalyst types from USPTO. (1) Reactant: C(O)(=O)[C:2]1[CH:7]=[CH:6][N:5]=[CH:4][CH:3]=1.CC[N:12]([CH2:15]C)CC.C1(P(N=[N+]=[N-])(C2C=CC=CC=2)=[O:24])C=CC=CC=1.[CH3:34][O:35][C:36]1[CH:37]=[C:38]([C@@:44]23[CH2:52][CH2:51][C@@H:50]([NH2:53])[CH2:49][C@@H:48]2[N:47]([CH3:54])[CH2:46][CH2:45]3)[CH:39]=[CH:40][C:41]=1[O:42][CH3:43]. Product: [CH3:34][O:35][C:36]1[CH:37]=[C:38]([C@@:44]23[CH2:52][CH2:51][C@@H:50]([NH:53][C:15]([NH:12][C:2]4[CH:3]=[CH:4][N:5]=[CH:6][CH:7]=4)=[O:24])[CH2:49][C@@H:48]2[N:47]([CH3:54])[CH2:46][CH2:45]3)[CH:39]=[CH:40][C:41]=1[O:42][CH3:43]. The catalyst class is: 308. (2) Reactant: N.CO.[Br:4][C:5]1[CH:6]=[CH:7][C:8]([NH:11][C:12](=[O:17])[O:13][CH2:14][CH2:15]Cl)=[N:9][CH:10]=1. Product: [Br:4][C:5]1[CH:6]=[CH:7][C:8]([N:11]2[CH2:15][CH2:14][O:13][C:12]2=[O:17])=[N:9][CH:10]=1. The catalyst class is: 2. (3) Reactant: [N:1]1([CH:7]=[CH:8][C:9]([O:11][CH3:12])=[O:10])[CH2:6][CH2:5][CH2:4][CH2:3][CH2:2]1.C(N(CC)CC)C.[F:20][CH:21]([F:25])[C:22](F)=[O:23]. Product: [F:20][CH:21]([F:25])[C:22](=[O:23])[C:8](=[CH:7][N:1]1[CH2:6][CH2:5][CH2:4][CH2:3][CH2:2]1)[C:9]([O:11][CH3:12])=[O:10]. The catalyst class is: 11. (4) Reactant: [C:1]([C:4]1[C:22](=[O:23])[C@@:8]2([CH3:24])[C:9]3[C:15]([OH:16])=[CH:14][C:13]([O:17][CH3:18])=[C:12]([C:19]([NH2:21])=[O:20])[C:10]=3[O:11][C:7]2=[CH:6][C:5]=1[OH:25])(=[O:3])[CH3:2].[CH2:26]([O:30][C:31]1[C:40]2[C:35](=[CH:36][CH:37]=[CH:38][CH:39]=2)[C:34]([CH:41]=O)=[C:33]([CH3:43])[CH:32]=1)[C:27]#[C:28][CH3:29].C([SiH](CC)CC)C.FC(F)(F)C(O)=O. Product: [C:1]([C:4]1[C:22](=[O:23])[C@@:8]2([CH3:24])[C:9]3[C:15]([OH:16])=[CH:14][C:13]([O:17][CH3:18])=[C:12]([C:19]([NH:21][CH2:41][C:34]4[C:35]5[C:40](=[CH:39][CH:38]=[CH:37][CH:36]=5)[C:31]([O:30][CH2:26][C:27]#[C:28][CH3:29])=[CH:32][C:33]=4[CH3:43])=[O:20])[C:10]=3[O:11][C:7]2=[CH:6][C:5]=1[OH:25])(=[O:3])[CH3:2]. The catalyst class is: 10. (5) Reactant: Cl[C:2]1[C:3]([C:8]2[CH:13]=[CH:12][CH:11]=[C:10]([CH3:14])[CH:9]=2)=[N:4][CH:5]=[CH:6][CH:7]=1.[CH3:15][N:16]1[C:20]2[CH:21]=[CH:22][CH:23]=[CH:24][C:19]=2[N:18]=[C:17]1B(O)O.C(Cl)Cl.C([O-])([O-])=O.[Na+].[Na+]. Product: [CH3:15][N:16]1[C:20]2[CH:21]=[C:22]([C:2]3[C:3]([C:8]4[CH:9]=[C:10]([CH3:14])[CH:11]=[CH:12][CH:13]=4)=[N:4][CH:5]=[CH:6][CH:7]=3)[CH:23]=[CH:24][C:19]=2[N:18]=[CH:17]1. The catalyst class is: 294.